This data is from Reaction yield outcomes from USPTO patents with 853,638 reactions. The task is: Predict the reaction yield, written as a fraction of the theoretical maximum amount of product (1.0 means a 100% yield; for example, 0.34 means a 34% yield). (1) The reactants are [Cl:1][C:2]1[N:7]=[C:6]([CH2:8][C:9]([C:11]2[CH:12]=[CH:13][C:14]([F:24])=[C:15]([NH:17][C:18](=[O:23])[O:19][CH2:20][CH:21]=[CH2:22])[CH:16]=2)=O)[CH:5]=[CH:4][N:3]=1.C1C(=O)N(Br)C(=O)C1.[CH3:33][C:34]([CH3:39])([CH3:38])[C:35](=[S:37])[NH2:36]. The catalyst is O. The product is [Cl:1][C:2]1[N:7]=[C:6]([C:8]2[S:37][C:35]([C:34]([CH3:39])([CH3:38])[CH3:33])=[N:36][C:9]=2[C:11]2[CH:12]=[CH:13][C:14]([F:24])=[C:15]([NH:17][C:18](=[O:23])[O:19][CH2:20][CH:21]=[CH2:22])[CH:16]=2)[CH:5]=[CH:4][N:3]=1. The yield is 0.805. (2) The reactants are [Br:1][C:2]1[N:7]=[C:6]([N+:8]([O-:10])=[O:9])[C:5]([OH:11])=[CH:4][CH:3]=1.C(=O)([O-])[O-].[K+].[K+].Br[CH2:19][C:20]1[CH:25]=[CH:24][CH:23]=[CH:22][CH:21]=1. The catalyst is CN(C=O)C. The product is [CH2:19]([O:11][C:5]1[C:6]([N+:8]([O-:10])=[O:9])=[N:7][C:2]([Br:1])=[CH:3][CH:4]=1)[C:20]1[CH:25]=[CH:24][CH:23]=[CH:22][CH:21]=1. The yield is 0.870. (3) The reactants are [Cl-].[C:2]([O:6][C:7](=[O:16])[NH:8][C:9]1[S:10][CH:11]=[C:12]([CH2:14]Cl)[N:13]=1)([CH3:5])([CH3:4])[CH3:3].C(=O)([O-])[O-].[K+].[K+].[CH3:23][O:24][CH2:25][CH2:26][OH:27]. No catalyst specified. The product is [C:2]([O:6][C:7](=[O:16])[NH:8][C:9]1[S:10][CH:11]=[C:12]([CH2:14][O:27][CH2:26][CH2:25][O:24][CH3:23])[N:13]=1)([CH3:5])([CH3:4])[CH3:3]. The yield is 0.460. (4) The reactants are [NH2:1][C:2]1[S:3][CH:4]=[C:5]2[C:10]=1[C:9](=[O:11])[N:8]([C:12]1[CH:17]=[CH:16][C:15]([Cl:18])=[CH:14][CH:13]=1)[N:7]=[C:6]2[C:19]([NH:21][CH:22](C)[CH3:23])=[O:20].NC1SC=C2C=1C(=O)N(C1C=CC(Cl)=CC=1)N=C2C(O)=O.Cl.C(N)C. The catalyst is C(O)C. The product is [NH2:1][C:2]1[S:3][CH:4]=[C:5]2[C:10]=1[C:9](=[O:11])[N:8]([C:12]1[CH:13]=[CH:14][C:15]([Cl:18])=[CH:16][CH:17]=1)[N:7]=[C:6]2[C:19]([NH:21][CH2:22][CH3:23])=[O:20]. The yield is 0.580. (5) The reactants are C(OC([N:8]1[CH:13]([C:14]2[NH:15][C:16]([C:19]3[CH:28]=[CH:27][C:26]4[C:21](=[CH:22][CH:23]=[C:24]([C:29]5[CH:34]=[CH:33][C:32]([C:35]6[NH:36][C:37]([CH:40]7[CH2:46][C:43]8([CH2:45][CH2:44]8)[CH2:42][N:41]7[C:47](=[O:57])[CH:48]([NH:52][C:53]([O:55][CH3:56])=[O:54])[CH:49]([CH3:51])[CH3:50])=[N:38][CH:39]=6)=[CH:31][CH:30]=5)[CH:25]=4)[CH:20]=3)=[CH:17][N:18]=2)[CH:12]2[CH2:58][CH:9]1[CH2:10][CH2:11]2)=O)(C)(C)C.Cl.[CH:60]1([CH:63]([NH:67][C:68]([O:70][CH3:71])=[O:69])[C:64]([OH:66])=O)[CH2:62][CH2:61]1.CN(C(ON1N=NC2C=CC=NC1=2)=[N+](C)C)C.F[P-](F)(F)(F)(F)F.CN1CCOCC1. The catalyst is CO.C(Cl)Cl. The product is [CH3:56][O:55][C:53](=[O:54])[NH:52][CH:48]([C:47]([N:41]1[CH:40]([C:37]2[NH:36][C:35]([C:32]3[CH:33]=[CH:34][C:29]([C:24]4[CH:23]=[CH:22][C:21]5[C:26](=[CH:27][CH:28]=[C:19]([C:16]6[NH:15][C:14]([CH:13]7[CH:12]8[CH2:58][CH:9]([CH2:10][CH2:11]8)[N:8]7[C:64](=[O:66])[CH:63]([CH:60]7[CH2:61][CH2:62]7)[NH:67][C:68]([O:70][CH3:71])=[O:69])=[N:18][CH:17]=6)[CH:20]=5)[CH:25]=4)=[CH:30][CH:31]=3)=[CH:39][N:38]=2)[CH2:46][C:43]2([CH2:45][CH2:44]2)[CH2:42]1)=[O:57])[CH:49]([CH3:51])[CH3:50]. The yield is 0.490.